Regression. Given two drug SMILES strings and cell line genomic features, predict the synergy score measuring deviation from expected non-interaction effect. From a dataset of NCI-60 drug combinations with 297,098 pairs across 59 cell lines. (1) Drug 1: C1=NC2=C(N=C(N=C2N1C3C(C(C(O3)CO)O)F)Cl)N. Drug 2: C1CNP(=O)(OC1)N(CCCl)CCCl. Cell line: ACHN. Synergy scores: CSS=1.24, Synergy_ZIP=-0.883, Synergy_Bliss=-0.428, Synergy_Loewe=-5.70, Synergy_HSA=-3.08. (2) Drug 1: CNC(=O)C1=CC=CC=C1SC2=CC3=C(C=C2)C(=NN3)C=CC4=CC=CC=N4. Drug 2: CC(C1=C(C=CC(=C1Cl)F)Cl)OC2=C(N=CC(=C2)C3=CN(N=C3)C4CCNCC4)N. Cell line: RPMI-8226. Synergy scores: CSS=5.76, Synergy_ZIP=7.07, Synergy_Bliss=9.73, Synergy_Loewe=-0.172, Synergy_HSA=1.75. (3) Drug 1: CC1OCC2C(O1)C(C(C(O2)OC3C4COC(=O)C4C(C5=CC6=C(C=C35)OCO6)C7=CC(=C(C(=C7)OC)O)OC)O)O. Drug 2: CN(CCCl)CCCl.Cl. Cell line: SF-268. Synergy scores: CSS=32.2, Synergy_ZIP=-0.309, Synergy_Bliss=6.05, Synergy_Loewe=-0.389, Synergy_HSA=5.35. (4) Drug 1: CC1=CC=C(C=C1)C2=CC(=NN2C3=CC=C(C=C3)S(=O)(=O)N)C(F)(F)F. Drug 2: CS(=O)(=O)OCCCCOS(=O)(=O)C. Cell line: BT-549. Synergy scores: CSS=0.332, Synergy_ZIP=0.0635, Synergy_Bliss=1.62, Synergy_Loewe=-3.61, Synergy_HSA=-2.91. (5) Drug 1: CC=C1C(=O)NC(C(=O)OC2CC(=O)NC(C(=O)NC(CSSCCC=C2)C(=O)N1)C(C)C)C(C)C. Drug 2: CC1C(C(CC(O1)OC2CC(CC3=C2C(=C4C(=C3O)C(=O)C5=CC=CC=C5C4=O)O)(C(=O)C)O)N)O. Cell line: SK-MEL-28. Synergy scores: CSS=72.9, Synergy_ZIP=-6.19, Synergy_Bliss=-12.4, Synergy_Loewe=-11.3, Synergy_HSA=-9.68. (6) Drug 1: C1=CC(=CC=C1C#N)C(C2=CC=C(C=C2)C#N)N3C=NC=N3. Drug 2: C1=NC2=C(N=C(N=C2N1C3C(C(C(O3)CO)O)F)Cl)N. Cell line: M14. Synergy scores: CSS=14.7, Synergy_ZIP=-3.39, Synergy_Bliss=1.44, Synergy_Loewe=-0.905, Synergy_HSA=2.48. (7) Drug 2: CC(C)NC(=O)C1=CC=C(C=C1)CNNC.Cl. Cell line: MALME-3M. Drug 1: CC1OCC2C(O1)C(C(C(O2)OC3C4COC(=O)C4C(C5=CC6=C(C=C35)OCO6)C7=CC(=C(C(=C7)OC)O)OC)O)O. Synergy scores: CSS=-3.73, Synergy_ZIP=-2.97, Synergy_Bliss=-1.02, Synergy_Loewe=-22.7, Synergy_HSA=-7.88. (8) Drug 1: COC1=CC(=CC(=C1O)OC)C2C3C(COC3=O)C(C4=CC5=C(C=C24)OCO5)OC6C(C(C7C(O6)COC(O7)C8=CC=CS8)O)O. Drug 2: CCC1(CC2CC(C3=C(CCN(C2)C1)C4=CC=CC=C4N3)(C5=C(C=C6C(=C5)C78CCN9C7C(C=CC9)(C(C(C8N6C=O)(C(=O)OC)O)OC(=O)C)CC)OC)C(=O)OC)O.OS(=O)(=O)O. Cell line: EKVX. Synergy scores: CSS=34.0, Synergy_ZIP=-8.07, Synergy_Bliss=-2.16, Synergy_Loewe=-20.8, Synergy_HSA=-0.401. (9) Drug 1: C1C(C(OC1N2C=C(C(=O)NC2=O)F)CO)O. Drug 2: C1=CN(C=N1)CC(O)(P(=O)(O)O)P(=O)(O)O. Cell line: 786-0. Synergy scores: CSS=7.76, Synergy_ZIP=-3.58, Synergy_Bliss=1.37, Synergy_Loewe=-12.1, Synergy_HSA=0.663.